From a dataset of Catalyst prediction with 721,799 reactions and 888 catalyst types from USPTO. Predict which catalyst facilitates the given reaction. (1) Reactant: [NH2:1][CH2:2][CH2:3][CH2:4][CH2:5][CH2:6][CH2:7][NH:8][C:9](=[O:40])[CH:10]([NH:32][C:33]([O:35][C:36]([CH3:39])([CH3:38])[CH3:37])=[O:34])[CH2:11][CH2:12][CH2:13][NH:14][C:15]([NH:24][C:25]([O:27][C:28]([CH3:31])([CH3:30])[CH3:29])=[O:26])=[N:16][C:17]([O:19][C:20]([CH3:23])([CH3:22])[CH3:21])=[O:18].C(N=C=NCCCN(C)C)C.[CH3:52][CH2:53][C:54]([C:56]([C:58]1[CH:59]=[CH:60][C:61]([O:66][CH2:67][C:68](O)=[O:69])=[C:62]([Cl:65])[C:63]=1[Cl:64])=[O:57])=[CH2:55].C(N(CC)CC)C. Product: [Cl:65][C:62]1[C:63]([Cl:64])=[C:58]([C:56](=[O:57])[C:54](=[CH2:55])[CH2:53][CH3:52])[CH:59]=[CH:60][C:61]=1[O:66][CH2:67][C:68]([NH:1][CH2:2][CH2:3][CH2:4][CH2:5][CH2:6][CH2:7][NH:8][C:9](=[O:40])[CH:10]([NH:32][C:33]([O:35][C:36]([CH3:39])([CH3:38])[CH3:37])=[O:34])[CH2:11][CH2:12][CH2:13][NH:14][C:15]([NH:24][C:25]([O:27][C:28]([CH3:29])([CH3:30])[CH3:31])=[O:26])=[N:16][C:17]([O:19][C:20]([CH3:23])([CH3:22])[CH3:21])=[O:18])=[O:69]. The catalyst class is: 9. (2) Reactant: [N:1]1[C:5](=[C:6]2[N:10]=[N:9][N:8]=[N:7]2)[N:4]=[N:3][N:2]=1.C(=O)([O-])[O-].[NH4+:15].[NH4+].[Cu:17]. Product: [N:1]1[C:5](=[C:6]2[N:10]=[N:9][N:8]=[N:7]2)[N:4]=[N:3][N:2]=1.[NH4+:15].[NH4+:1].[Cu+2:17]. The catalyst class is: 6. (3) Product: [NH2:18][C:17]1[C:21]2[CH:22]=[CH:23][CH:24]=[CH:25][C:20]=2[S:19][C:6]=1[C:7]([O:9][CH2:10][CH3:11])=[O:8]. Reactant: C([O-])C.[Na+].C(OCC)(=O)[CH2:6][C:7]([O:9][CH2:10][CH3:11])=[O:8].Cl[C:17]1[C:21]2[CH:22]=[CH:23][CH:24]=[CH:25][C:20]=2[S:19][N:18]=1. The catalyst class is: 14. (4) Reactant: [F:1][C@@H:2]1[CH2:6][N:5]([C:7](=[O:10])[CH2:8][OH:9])[C@H:4]([C:11]([NH2:13])=[O:12])[CH2:3]1.Cl.CN(C)C.C(N(CC)CC)C.[C:26]1([S:32](Cl)(=[O:34])=[O:33])[CH:31]=[CH:30][CH:29]=[CH:28][CH:27]=1. Product: [C:26]1([S:32]([O:9][CH2:8][C:7]([N:5]2[CH2:6][C@@H:2]([F:1])[CH2:3][C@H:4]2[C:11]([NH2:13])=[O:12])=[O:10])(=[O:34])=[O:33])[CH:31]=[CH:30][CH:29]=[CH:28][CH:27]=1. The catalyst class is: 47. (5) Reactant: [CH3:1][O:2][C:3]1[CH:4]=[C:5]([OH:13])[C:6](=[CH:11][CH:12]=1)[C:7]([O:9][CH3:10])=[O:8].[F:14][C:15]([F:28])([F:27])[S:16](O[S:16]([C:15]([F:28])([F:27])[F:14])(=[O:18])=[O:17])(=[O:18])=[O:17]. Product: [CH3:1][O:2][C:3]1[CH:12]=[CH:11][C:6]([C:7]([O:9][CH3:10])=[O:8])=[C:5]([O:13][S:16]([C:15]([F:28])([F:27])[F:14])(=[O:18])=[O:17])[CH:4]=1. The catalyst class is: 228. (6) Reactant: S(Cl)([Cl:3])=O.[CH3:5][O:6][C:7]1[N:12]=[CH:11][C:10]([CH2:13]O)=[CH:9][CH:8]=1. Product: [Cl:3][CH2:13][C:10]1[CH:9]=[CH:8][C:7]([O:6][CH3:5])=[N:12][CH:11]=1. The catalyst class is: 2. (7) Reactant: [Cl:1][C:2]1[N:7]=[CH:6][C:5]2[C:8](I)=[N:9][N:10]([CH:11]([CH3:13])[CH3:12])[C:4]=2[CH:3]=1.Cl.[NH:16]1[CH2:20][CH2:19][CH:18]([C:21]#[N:22])[CH2:17]1.C(=O)([O-])[O-].[Cs+].[Cs+].C1(P(C2C=CC=CC=2)C2C3OC4C(=CC=CC=4P(C4C=CC=CC=4)C4C=CC=CC=4)C(C)(C)C=3C=CC=2)C=CC=CC=1. Product: [Cl:1][C:2]1[N:7]=[CH:6][C:5]2[C:8]([N:16]3[CH2:20][CH2:19][C@@H:18]([C:21]#[N:22])[CH2:17]3)=[N:9][N:10]([CH:11]([CH3:13])[CH3:12])[C:4]=2[CH:3]=1. The catalyst class is: 584.